Dataset: Full USPTO retrosynthesis dataset with 1.9M reactions from patents (1976-2016). Task: Predict the reactants needed to synthesize the given product. (1) Given the product [N+:14]([C:10]1[CH:11]=[C:12]2[C:7](=[CH:8][CH:9]=1)[CH2:6][NH:5][CH2:13]2)([O-:16])=[O:15], predict the reactants needed to synthesize it. The reactants are: FC(F)(F)C([N:5]1[CH2:13][C:12]2[C:7](=[CH:8][CH:9]=[C:10]([N+:14]([O-:16])=[O:15])[CH:11]=2)[CH2:6]1)=O.C([O-])([O-])=O.[K+].[K+]. (2) Given the product [Br:12][C:13]1[CH:14]=[C:15]2[C:20](=[CH:21][CH:22]=1)[CH:19]=[C:18]([O:23][CH2:10][CH2:9][N:3]1[CH:2]([CH3:1])[CH2:7][CH2:6][CH2:5][CH:4]1[CH3:8])[CH:17]=[CH:16]2, predict the reactants needed to synthesize it. The reactants are: [CH3:1][CH:2]1[CH2:7][CH2:6][CH2:5][CH:4]([CH3:8])[N:3]1[CH:9](O)[CH3:10].[Br:12][C:13]1[CH:14]=[C:15]2[C:20](=[CH:21][CH:22]=1)[CH:19]=[C:18]([OH:23])[CH:17]=[CH:16]2. (3) Given the product [OH:1][C@H:2]1[CH2:6][CH2:5][N:4]([C:15]2[CH:20]=[CH:19][CH:18]=[CH:17][CH:16]=2)[C:3]1=[O:7], predict the reactants needed to synthesize it. The reactants are: [OH:1][C@H:2]1[CH2:6][CH2:5][NH:4][C:3]1=[O:7].C(=O)([O-])[O-].[Cs+].[Cs+].Br[C:15]1[CH:20]=[CH:19][CH:18]=[CH:17][CH:16]=1.O1CCOCC1. (4) Given the product [O:19]=[S:18]1(=[O:20])[CH2:17][CH2:16][CH2:15][N:1]1[C:2]1[CH:11]=[CH:10][C:5]([C:6]([OH:8])=[O:7])=[C:4]([O:12][CH3:13])[CH:3]=1, predict the reactants needed to synthesize it. The reactants are: [NH2:1][C:2]1[CH:11]=[CH:10][C:5]([C:6]([O:8]C)=[O:7])=[C:4]([O:12][CH3:13])[CH:3]=1.Cl[CH2:15][CH2:16][CH2:17][S:18](Cl)(=[O:20])=[O:19]. (5) Given the product [CH3:8][O:7][C:5](=[O:6])[C@@H:2]([NH:1][C:9]([O:11][C:12]([CH3:15])([CH3:14])[CH3:13])=[O:10])[CH2:3][P:16]([O:20][CH2:21][CH3:22])([O:17][CH2:18][CH3:19])=[O:23], predict the reactants needed to synthesize it. The reactants are: [NH:1]([C:9]([O:11][C:12]([CH3:15])([CH3:14])[CH3:13])=[O:10])[C@H:2]([C:5]([O:7][CH3:8])=[O:6])[CH2:3]I.[P:16]([O:23]CC)([O:20][CH2:21][CH3:22])[O:17][CH2:18][CH3:19]. (6) Given the product [CH:1]1([CH2:8][OH:9])[CH2:7][CH2:6][CH2:5][CH2:4][CH2:3][CH2:2]1, predict the reactants needed to synthesize it. The reactants are: [CH:1]1([C:8](O)=[O:9])[CH2:7][CH2:6][CH2:5][CH2:4][CH2:3][CH2:2]1.B.C1COCC1. (7) The reactants are: Cl[C:2]1[N:10]=[C:9]([Cl:11])[CH:8]=[CH:7][C:3]=1[C:4]([OH:6])=[O:5].COC1C=C(OC)C=CC=1C[NH2:23].N1C=CC=CC=1.C(O)(C(F)(F)F)=O. Given the product [NH2:23][C:2]1[N:10]=[C:9]([Cl:11])[CH:8]=[CH:7][C:3]=1[C:4]([OH:6])=[O:5], predict the reactants needed to synthesize it. (8) The reactants are: [Br-].C([P+](C1C=CC=CC=1)(C1C=CC=CC=1)C1C=CC=CC=1)C1C=CC=CC=1.[Li]CCCC.[C:33]([O:37][C:38]([N:40]1[CH2:44][C@H:43]([CH:45]=[CH:46][C:47]2[CH:52]=[CH:51][CH:50]=[CH:49][CH:48]=2)[C@@H:42]([OH:53])[CH2:41]1)=[O:39])([CH3:36])([CH3:35])[CH3:34]. Given the product [C:33]([O:37][C:38]([N:40]1[CH2:44][C@H:43]([CH2:45][CH2:46][C:47]2[CH:52]=[CH:51][CH:50]=[CH:49][CH:48]=2)[C@@H:42]([OH:53])[CH2:41]1)=[O:39])([CH3:36])([CH3:34])[CH3:35], predict the reactants needed to synthesize it. (9) The reactants are: C(OC(=O)[NH:7][C:8]1[C:17]2[C:12](=[CH:13][CH:14]=[CH:15][CH:16]=2)[CH:11]=[C:10]([F:18])[CH:9]=1)(C)(C)C. Given the product [F:18][C:10]1[CH:9]=[C:8]([NH2:7])[C:17]2[C:12]([CH:11]=1)=[CH:13][CH:14]=[CH:15][CH:16]=2, predict the reactants needed to synthesize it.